This data is from NCI-60 drug combinations with 297,098 pairs across 59 cell lines. The task is: Regression. Given two drug SMILES strings and cell line genomic features, predict the synergy score measuring deviation from expected non-interaction effect. (1) Drug 1: C1=NC(=NC(=O)N1C2C(C(C(O2)CO)O)O)N. Drug 2: C1=CC=C(C=C1)NC(=O)CCCCCCC(=O)NO. Cell line: SR. Synergy scores: CSS=78.2, Synergy_ZIP=-3.39, Synergy_Bliss=-5.25, Synergy_Loewe=-4.97, Synergy_HSA=-1.91. (2) Drug 1: C1=CC(=CC=C1CCC2=CNC3=C2C(=O)NC(=N3)N)C(=O)NC(CCC(=O)O)C(=O)O. Drug 2: CC1=C(C(CCC1)(C)C)C=CC(=CC=CC(=CC(=O)O)C)C. Cell line: MDA-MB-435. Synergy scores: CSS=13.6, Synergy_ZIP=-1.52, Synergy_Bliss=1.80, Synergy_Loewe=-29.6, Synergy_HSA=1.57. (3) Drug 1: C1CN1P(=S)(N2CC2)N3CC3. Drug 2: C1=NC2=C(N1)C(=S)N=CN2. Cell line: ACHN. Synergy scores: CSS=54.3, Synergy_ZIP=-7.93, Synergy_Bliss=-0.400, Synergy_Loewe=0.164, Synergy_HSA=3.87. (4) Synergy scores: CSS=29.9, Synergy_ZIP=12.7, Synergy_Bliss=17.3, Synergy_Loewe=5.35, Synergy_HSA=9.01. Cell line: MOLT-4. Drug 1: CC1CCC2CC(C(=CC=CC=CC(CC(C(=O)C(C(C(=CC(C(=O)CC(OC(=O)C3CCCCN3C(=O)C(=O)C1(O2)O)C(C)CC4CCC(C(C4)OC)OCCO)C)C)O)OC)C)C)C)OC. Drug 2: C1=CC=C(C(=C1)C(C2=CC=C(C=C2)Cl)C(Cl)Cl)Cl. (5) Drug 1: CCC1(CC2CC(C3=C(CCN(C2)C1)C4=CC=CC=C4N3)(C5=C(C=C6C(=C5)C78CCN9C7C(C=CC9)(C(C(C8N6C=O)(C(=O)OC)O)OC(=O)C)CC)OC)C(=O)OC)O.OS(=O)(=O)O. Drug 2: C#CCC(CC1=CN=C2C(=N1)C(=NC(=N2)N)N)C3=CC=C(C=C3)C(=O)NC(CCC(=O)O)C(=O)O. Cell line: NCI-H322M. Synergy scores: CSS=62.3, Synergy_ZIP=-0.630, Synergy_Bliss=-1.28, Synergy_Loewe=-16.8, Synergy_HSA=-0.611. (6) Drug 1: C1=NC2=C(N1)C(=S)N=C(N2)N. Drug 2: N.N.Cl[Pt+2]Cl. Cell line: MDA-MB-231. Synergy scores: CSS=5.23, Synergy_ZIP=-8.58, Synergy_Bliss=-7.58, Synergy_Loewe=-12.1, Synergy_HSA=-7.41. (7) Drug 1: C1=CC(=CC=C1CCCC(=O)O)N(CCCl)CCCl. Drug 2: CCC1(CC2CC(C3=C(CCN(C2)C1)C4=CC=CC=C4N3)(C5=C(C=C6C(=C5)C78CCN9C7C(C=CC9)(C(C(C8N6C)(C(=O)OC)O)OC(=O)C)CC)OC)C(=O)OC)O.OS(=O)(=O)O. Cell line: CCRF-CEM. Synergy scores: CSS=75.7, Synergy_ZIP=1.55, Synergy_Bliss=-0.276, Synergy_Loewe=1.04, Synergy_HSA=2.05. (8) Drug 1: CC1=CC2C(CCC3(C2CCC3(C(=O)C)OC(=O)C)C)C4(C1=CC(=O)CC4)C. Drug 2: CCC1(C2=C(COC1=O)C(=O)N3CC4=CC5=C(C=CC(=C5CN(C)C)O)N=C4C3=C2)O.Cl. Cell line: HL-60(TB). Synergy scores: CSS=66.0, Synergy_ZIP=3.15, Synergy_Bliss=4.02, Synergy_Loewe=-63.1, Synergy_HSA=2.19. (9) Drug 1: CCC1(CC2CC(C3=C(CCN(C2)C1)C4=CC=CC=C4N3)(C5=C(C=C6C(=C5)C78CCN9C7C(C=CC9)(C(C(C8N6C)(C(=O)OC)O)OC(=O)C)CC)OC)C(=O)OC)O.OS(=O)(=O)O. Drug 2: CCCCCOC(=O)NC1=NC(=O)N(C=C1F)C2C(C(C(O2)C)O)O. Cell line: HCT116. Synergy scores: CSS=0.899, Synergy_ZIP=2.02, Synergy_Bliss=1.61, Synergy_Loewe=-0.429, Synergy_HSA=-0.738.